From a dataset of NCI-60 drug combinations with 297,098 pairs across 59 cell lines. Regression. Given two drug SMILES strings and cell line genomic features, predict the synergy score measuring deviation from expected non-interaction effect. (1) Drug 1: CS(=O)(=O)C1=CC(=C(C=C1)C(=O)NC2=CC(=C(C=C2)Cl)C3=CC=CC=N3)Cl. Drug 2: C(CN)CNCCSP(=O)(O)O. Cell line: HS 578T. Synergy scores: CSS=2.46, Synergy_ZIP=3.32, Synergy_Bliss=5.13, Synergy_Loewe=-2.06, Synergy_HSA=-1.70. (2) Drug 1: CCCCCOC(=O)NC1=NC(=O)N(C=C1F)C2C(C(C(O2)C)O)O. Drug 2: C#CCC(CC1=CN=C2C(=N1)C(=NC(=N2)N)N)C3=CC=C(C=C3)C(=O)NC(CCC(=O)O)C(=O)O. Cell line: M14. Synergy scores: CSS=19.1, Synergy_ZIP=0.0935, Synergy_Bliss=-1.97, Synergy_Loewe=-18.8, Synergy_HSA=-3.66. (3) Drug 1: CCCS(=O)(=O)NC1=C(C(=C(C=C1)F)C(=O)C2=CNC3=C2C=C(C=N3)C4=CC=C(C=C4)Cl)F. Drug 2: C1=NC2=C(N1)C(=S)N=CN2. Cell line: OVCAR-5. Synergy scores: CSS=-3.77, Synergy_ZIP=-5.71, Synergy_Bliss=-12.5, Synergy_Loewe=-37.2, Synergy_HSA=-17.5. (4) Drug 1: COC1=CC(=CC(=C1O)OC)C2C3C(COC3=O)C(C4=CC5=C(C=C24)OCO5)OC6C(C(C7C(O6)COC(O7)C8=CC=CS8)O)O. Drug 2: CC(C)(C#N)C1=CC(=CC(=C1)CN2C=NC=N2)C(C)(C)C#N. Cell line: UACC62. Synergy scores: CSS=33.7, Synergy_ZIP=-10.1, Synergy_Bliss=-3.79, Synergy_Loewe=-9.46, Synergy_HSA=-3.24. (5) Drug 1: C1CCC(CC1)NC(=O)N(CCCl)N=O. Drug 2: CCN(CC)CCCC(C)NC1=C2C=C(C=CC2=NC3=C1C=CC(=C3)Cl)OC. Cell line: T-47D. Synergy scores: CSS=1.94, Synergy_ZIP=-4.72, Synergy_Bliss=-8.90, Synergy_Loewe=-8.93, Synergy_HSA=-8.55. (6) Drug 1: CC(CN1CC(=O)NC(=O)C1)N2CC(=O)NC(=O)C2. Drug 2: C1=CC=C(C=C1)NC(=O)CCCCCCC(=O)NO. Cell line: PC-3. Synergy scores: CSS=25.3, Synergy_ZIP=-6.17, Synergy_Bliss=-2.07, Synergy_Loewe=-0.159, Synergy_HSA=2.08.